This data is from Reaction yield outcomes from USPTO patents with 853,638 reactions. The task is: Predict the reaction yield, written as a fraction of the theoretical maximum amount of product (1.0 means a 100% yield; for example, 0.34 means a 34% yield). (1) The reactants are O[Li].O.[CH2:4]([O:9][C:10]1[CH:11]=[C:12]([CH:21]=[C:22]([N+:24]([O-:26])=[O:25])[CH:23]=1)[C:13]([O:15]CCC(C)C)=[O:14])[CH2:5][CH:6]([CH3:8])[CH3:7].Cl. The catalyst is O.CO.C1COCC1. The product is [CH2:4]([O:9][C:10]1[CH:11]=[C:12]([CH:21]=[C:22]([N+:24]([O-:26])=[O:25])[CH:23]=1)[C:13]([OH:15])=[O:14])[CH2:5][CH:6]([CH3:8])[CH3:7]. The yield is 0.960. (2) The reactants are C(Cl)(=O)C(Cl)=O.CS(C)=O.[Br:11][C:12]1[CH:17]=[CH:16][N:15]=[C:14]([CH2:18][OH:19])[CH:13]=1.C(N(CC)CC)C. The catalyst is C(Cl)Cl. The product is [Br:11][C:12]1[CH:17]=[CH:16][N:15]=[C:14]([CH:18]=[O:19])[CH:13]=1. The yield is 0.610. (3) The reactants are [CH2:1]([NH:8][C:9](=[O:17])[C:10]1[CH:15]=[CH:14][C:13](Cl)=[N:12][CH:11]=1)[C:2]1[CH:7]=[CH:6][CH:5]=[CH:4][CH:3]=1.O.[NH2:19][NH2:20]. The catalyst is C(O)C. The product is [CH2:1]([NH:8][C:9](=[O:17])[C:10]1[CH:15]=[CH:14][C:13]([NH:19][NH2:20])=[N:12][CH:11]=1)[C:2]1[CH:7]=[CH:6][CH:5]=[CH:4][CH:3]=1. The yield is 0.780.